Dataset: Catalyst prediction with 721,799 reactions and 888 catalyst types from USPTO. Task: Predict which catalyst facilitates the given reaction. (1) Reactant: C[O:2][C:3](=O)[C:4]1[CH:9]=[CH:8][CH:7]=[C:6]([S:10]([N:13]2[CH2:17][CH2:16][CH2:15][CH2:14]2)(=[O:12])=[O:11])[CH:5]=1.[H-].[Al+3].[Li+].[H-].[H-].[H-].[Cl-].[NH4+]. Product: [N:13]1([S:10]([C:6]2[CH:5]=[C:4]([CH2:3][OH:2])[CH:9]=[CH:8][CH:7]=2)(=[O:12])=[O:11])[CH2:14][CH2:15][CH2:16][CH2:17]1. The catalyst class is: 1. (2) Reactant: [OH:1][CH:2]1[CH2:7][CH2:6][NH:5][CH2:4][CH2:3]1.CC(C)([O-])C.[K+].CN1CCCC1=O.[Cl:21][C:22]1[CH:27]=[CH:26][C:25](F)=[C:24]([CH3:29])[C:23]=1[Cl:30]. Product: [ClH:21].[Cl:30][C:23]1[C:24]([CH3:29])=[C:25]([CH:26]=[CH:27][C:22]=1[Cl:21])[O:1][CH:2]1[CH2:7][CH2:6][NH:5][CH2:4][CH2:3]1. The catalyst class is: 30. (3) Reactant: [Cl:1][C:2]1[CH:7]=[CH:6][C:5]([C:8]2[N:12]([C:13]3[CH:18]=[CH:17][C:16]([Cl:19])=[CH:15][C:14]=3[Cl:20])[N:11]=[C:10]([C:21]([NH:23][NH:24][C:25](=O)[C:26]([CH3:29])([CH3:28])[CH3:27])=[O:22])[C:9]=2[S:31][CH3:32])=[CH:4][CH:3]=1.CC[N+](S(N=C(OC)[O-])(=O)=O)(CC)CC. Product: [C:26]([C:25]1[O:22][C:21]([C:10]2[C:9]([S:31][CH3:32])=[C:8]([C:5]3[CH:6]=[CH:7][C:2]([Cl:1])=[CH:3][CH:4]=3)[N:12]([C:13]3[CH:18]=[CH:17][C:16]([Cl:19])=[CH:15][C:14]=3[Cl:20])[N:11]=2)=[N:23][N:24]=1)([CH3:29])([CH3:28])[CH3:27]. The catalyst class is: 1.